Dataset: Forward reaction prediction with 1.9M reactions from USPTO patents (1976-2016). Task: Predict the product of the given reaction. (1) Given the reactants [C:1]([N:4]1[CH2:8][C@H:7]([O:9][CH2:10][CH3:11])[C@H:6]([NH:12][C:13]2[C:18]([CH2:19][CH3:20])=[N:17][C:16]([C:21]3[CH:26]=[CH:25][C:24]([Cl:27])=[CH:23][C:22]=3[Cl:28])=[C:15]([CH2:29][CH3:30])[N:14]=2)[CH2:5]1)(=[O:3])C.[N:31]1(C(Cl)=O)[CH2:36][CH2:35][O:34][CH2:33][CH2:32]1, predict the reaction product. The product is: [Cl:28][C:22]1[CH:23]=[C:24]([Cl:27])[CH:25]=[CH:26][C:21]=1[C:16]1[N:17]=[C:18]([CH2:19][CH3:20])[C:13]([NH:12][C@H:6]2[C@@H:7]([O:9][CH2:10][CH3:11])[CH2:8][N:4]([C:1]([N:31]3[CH2:36][CH2:35][O:34][CH2:33][CH2:32]3)=[O:3])[CH2:5]2)=[N:14][C:15]=1[CH2:29][CH3:30]. (2) The product is: [CH2:1]([O:8][C@H:9]([C@@H:15]([CH2:16][OH:17])[OH:14])[C@H:10]([O:18][C:19](=[O:25])[CH2:20][CH2:21][CH2:22][CH2:23][CH3:24])[CH2:11][CH:12]=[O:13])[C:2]1[CH:3]=[CH:4][CH:5]=[CH:6][CH:7]=1. Given the reactants [CH2:1]([O:8][C@@H:9]1[C@@H:15]([CH2:16][OH:17])[O:14][CH:12]([OH:13])[CH2:11][C@H:10]1[O:18][C:19](=[O:25])[CH2:20][CH2:21][CH2:22][CH2:23][CH3:24])[C:2]1[CH:7]=[CH:6][CH:5]=[CH:4][CH:3]=1.O.Br.C([O-])([O-])=O.[Na+].[Na+], predict the reaction product. (3) The product is: [CH2:14]([O:16][C:17]([C:18]1[C:19]([CH3:20])=[N:3][N:2]([C:4]2[CH:5]=[C:6]([C:7]([OH:9])=[O:8])[CH:10]=[CH:11][C:12]=2[CH3:13])[C:24]=1[NH2:25])=[O:26])[CH3:15]. Given the reactants Cl.[NH:2]([C:4]1[CH:5]=[C:6]([CH:10]=[CH:11][C:12]=1[CH3:13])[C:7]([OH:9])=[O:8])[NH2:3].[CH2:14]([O:16][C:17](=[O:26])[C:18]([C:24]#[N:25])=[C:19](OCC)[CH3:20])[CH3:15].C(N(CC)CC)C, predict the reaction product. (4) Given the reactants C1(S([N:10]2[C:14]3[N:15]=[CH:16][N:17]=[C:18]([Cl:19])[C:13]=3[CH:12]=[C:11]2[Br:20])(=O)=O)C=CC=CC=1.CC(C)([O-])C.[K+].C([O-])(O)=O.[Na+], predict the reaction product. The product is: [Br:20][C:11]1[NH:10][C:14]2[N:15]=[CH:16][N:17]=[C:18]([Cl:19])[C:13]=2[CH:12]=1. (5) Given the reactants Cl.[Cl:2][C:3]1[CH:8]=[CH:7][C:6]([C@H:9]([NH2:14])[C:10]([F:13])([F:12])[F:11])=[CH:5][C:4]=1[CH3:15].[Br-].Br[C:18]1[CH:19]=[CH:20][C:21]([CH3:29])=[C:22]([CH:24]2[O:28][CH2:27][CH2:26][O:25]2)[CH:23]=1.CC(C1C=C(C(C)C)C(C2C=CC=CC=2P(C2CCCCC2)C2CCCCC2)=C(C(C)C)C=1)C.C([O-])([O-])=O.[Cs+].[Cs+], predict the reaction product. The product is: [Cl:2][C:3]1[CH:8]=[CH:7][C:6]([C@H:9]([NH:14][C:18]2[CH:19]=[CH:20][C:21]([CH3:29])=[C:22]([CH:24]3[O:25][CH2:26][CH2:27][O:28]3)[CH:23]=2)[C:10]([F:12])([F:13])[F:11])=[CH:5][C:4]=1[CH3:15]. (6) Given the reactants Cl.[NH2:2][C@H:3]([C:5]1[C:6](=[O:16])[NH:7][C:8]2[C:13]([CH:14]=1)=[CH:12][C:11]([Cl:15])=[CH:10][CH:9]=2)[CH3:4].Cl[C:18]1[N:23]=[C:22]([N:24]2[C@@H:28]([CH:29]([CH3:31])[CH3:30])[CH2:27][O:26][C:25]2=[O:32])[CH:21]=[CH:20][N:19]=1.CCN(C(C)C)C(C)C, predict the reaction product. The product is: [Cl:15][C:11]1[CH:12]=[C:13]2[C:8](=[CH:9][CH:10]=1)[NH:7][C:6](=[O:16])[C:5]([C@@H:3]([NH:2][C:18]1[N:23]=[C:22]([N:24]3[C@@H:28]([CH:29]([CH3:30])[CH3:31])[CH2:27][O:26][C:25]3=[O:32])[CH:21]=[CH:20][N:19]=1)[CH3:4])=[CH:14]2. (7) Given the reactants O=[C:2]1[C:7]([C:8]([O:10][CH3:11])=[O:9])=[CH:6][NH:5][CH:4]=[C:3]1[C:12]([O:14][CH3:15])=[O:13].O=P(Cl)(Cl)[Cl:18], predict the reaction product. The product is: [Cl:18][C:2]1[C:7]([C:8]([O:10][CH3:11])=[O:9])=[CH:6][N:5]=[CH:4][C:3]=1[C:12]([O:14][CH3:15])=[O:13].